Dataset: Full USPTO retrosynthesis dataset with 1.9M reactions from patents (1976-2016). Task: Predict the reactants needed to synthesize the given product. (1) The reactants are: [OH:1][C:2]([C:41]1[S:42][CH:43]=[CH:44][CH:45]=1)([C:36]1[S:37][CH:38]=[CH:39][CH:40]=1)[C:3]([O:5][C@H:6]1[CH2:11][CH2:10][C@H:9]([N:12]([CH2:14][CH2:15][CH2:16][C:17]2[C:25]3[C:20](=[CH:21][CH:22]=[CH:23][CH:24]=3)[N:19]([CH2:26][CH2:27][O:28][Si](C(C)(C)C)(C)C)[CH:18]=2)[CH3:13])[CH2:8][CH2:7]1)=[O:4].Cl.C(OCC)(=O)C. Given the product [OH:1][C:2]([C:36]1[S:37][CH:38]=[CH:39][CH:40]=1)([C:41]1[S:42][CH:43]=[CH:44][CH:45]=1)[C:3]([O:5][C@H:6]1[CH2:11][CH2:10][C@H:9]([N:12]([CH2:14][CH2:15][CH2:16][C:17]2[C:25]3[C:20](=[CH:21][CH:22]=[CH:23][CH:24]=3)[N:19]([CH2:26][CH2:27][OH:28])[CH:18]=2)[CH3:13])[CH2:8][CH2:7]1)=[O:4], predict the reactants needed to synthesize it. (2) Given the product [S:1]1[C:5]([C:6]([OH:8])=[O:7])=[CH:4][C:3]2[CH:10]=[C:11]([C:14]([OH:16])=[O:15])[CH:12]=[CH:13][C:2]1=2, predict the reactants needed to synthesize it. The reactants are: [S:1]1[C:5]([C:6]([O:8]C)=[O:7])=[CH:4][C:3]2[CH:10]=[C:11]([C:14]([O:16]C)=[O:15])[CH:12]=[CH:13][C:2]1=2.O.[OH-].[Li+].O. (3) Given the product [C:1]([O:5][C:6]([NH:8][CH2:9][C:10]1([C:25]([OH:27])=[O:26])[CH2:11][CH2:12][N:13]([C:16]2[N:21]=[CH:20][N:19]=[C:18]3[C:17]=2[N:32]=[CH:23][NH:22]3)[CH2:14][CH2:15]1)=[O:7])([CH3:4])([CH3:3])[CH3:2], predict the reactants needed to synthesize it. The reactants are: [C:1]([O:5][C:6]([NH:8][CH2:9][C:10]1([C:25]([OH:27])=[O:26])[CH2:15][CH2:14][N:13]([C:16]2[C:17]3C=[CH:23][NH:22][C:18]=3[N:19]=[CH:20][N:21]=2)[CH2:12][CH2:11]1)=[O:7])([CH3:4])([CH3:3])[CH3:2].ClC1C2C=CNC=2[N:32]=CN=1.